This data is from Cav3 T-type calcium channel HTS with 100,875 compounds. The task is: Binary Classification. Given a drug SMILES string, predict its activity (active/inactive) in a high-throughput screening assay against a specified biological target. (1) The drug is S(c1n(c(nn1)CCCO)c1ccccc1)CC(=O)Nc1c(OC)ccc(OC)c1. The result is 0 (inactive). (2) The drug is Fc1ccc(OCC=2NC(=O)NC(c3c(cc(cc3)C)C)C2C(OC)=O)cc1. The result is 0 (inactive).